From a dataset of Catalyst prediction with 721,799 reactions and 888 catalyst types from USPTO. Predict which catalyst facilitates the given reaction. (1) Reactant: [CH:1](NC(C)C)(C)C.[Li]CCCC.[CH3:13][O:14][C:15](=[O:28])[C@@H:16]1[CH2:20][CH2:19][CH2:18][N:17]1[C:21]([O:23][C:24]([CH3:27])([CH3:26])[CH3:25])=[O:22].CI. Product: [CH3:13][O:14][C:15](=[O:28])[C@:16]1([CH3:1])[CH2:20][CH2:19][CH2:18][N:17]1[C:21]([O:23][C:24]([CH3:25])([CH3:27])[CH3:26])=[O:22]. The catalyst class is: 134. (2) Reactant: [ClH:1].[NH2:2][C@@H:3]([C:11]1[C:20]2[CH2:19]OC(=O)[NH:16][C:15]=2[N:14]=[C:13]([C:22]2[CH:27]=[CH:26][CH:25]=[CH:24][C:23]=2[OH:28])[CH:12]=1)[CH2:4][C:5]1[CH:10]=[CH:9][CH:8]=[CH:7][CH:6]=1. Product: [ClH:1].[NH2:16][C:15]1[C:20]2[CH2:19][NH:2][C@H:3]([CH2:4][C:5]3[CH:10]=[CH:9][CH:8]=[CH:7][CH:6]=3)[C:11]=2[CH:12]=[C:13]([C:22]2[CH:27]=[CH:26][CH:25]=[CH:24][C:23]=2[OH:28])[N:14]=1. The catalyst class is: 10. (3) Product: [CH:1]1([O:6][C:8]2[N:9]=[C:10]([NH:26][CH2:27][CH:28]3[CH2:33][CH2:32][O:31][CH2:30][CH2:29]3)[C:11]3[O:16][N:15]=[C:14]([C:17]4[CH:18]=[CH:19][C:20]([C:21]([OH:23])=[O:22])=[CH:24][CH:25]=4)[C:12]=3[N:13]=2)[CH2:5][CH2:4][CH2:3][CH2:2]1. The catalyst class is: 13. Reactant: [CH:1]1([OH:6])[CH2:5][CH2:4][CH2:3][CH2:2]1.Cl[C:8]1[N:9]=[C:10]([NH:26][CH2:27][CH:28]2[CH2:33][CH2:32][O:31][CH2:30][CH2:29]2)[C:11]2[O:16][N:15]=[C:14]([C:17]3[CH:25]=[CH:24][C:20]([C:21]([OH:23])=[O:22])=[CH:19][CH:18]=3)[C:12]=2[N:13]=1.[H-].[Na+].O. (4) Reactant: N[C:2]1[C:7]([N+:8]([O-:10])=[O:9])=[C:6]([CH3:11])[CH:5]=[CH:4][N:3]=1.S(=O)(=O)(O)[OH:13].N([O-])=O.[Na+]. Product: [CH3:11][C:6]1[CH:5]=[CH:4][NH:3][C:2](=[O:13])[C:7]=1[N+:8]([O-:10])=[O:9]. The catalyst class is: 6. (5) Reactant: [F:1][C:2]1[CH:3]=[C:4]([NH:8][C:9](=[O:17])[CH:10]([CH3:16])[C:11]([O:13]CC)=[O:12])[CH:5]=[CH:6][CH:7]=1. Product: [F:1][C:2]1[CH:3]=[C:4]([NH:8][C:9](=[O:17])[CH:10]([CH3:16])[C:11]([OH:13])=[O:12])[CH:5]=[CH:6][CH:7]=1. The catalyst class is: 1. (6) Reactant: C([O:3][C:4]([C:6]1([NH:15][C:16](=[O:29])[C:17]2[CH:22]=[CH:21][CH:20]=[C:19]([CH3:23])[C:18]=2[O:24][CH:25]([CH2:27][CH3:28])[CH3:26])[CH2:14][C:13]2[C:8](=[CH:9][CH:10]=[CH:11][CH:12]=2)[CH2:7]1)=[O:5])C.[OH-].[K+].O. Product: [CH:25]([O:24][C:18]1[C:19]([CH3:23])=[CH:20][CH:21]=[CH:22][C:17]=1[C:16]([NH:15][C:6]1([C:4]([OH:5])=[O:3])[CH2:7][C:8]2[C:13](=[CH:12][CH:11]=[CH:10][CH:9]=2)[CH2:14]1)=[O:29])([CH2:27][CH3:28])[CH3:26]. The catalyst class is: 14. (7) Reactant: [Cl:1][C:2]1[CH:28]=[CH:27][C:5]2[CH:6]([CH2:23][CH:24]([CH3:26])[CH3:25])[C:7](=[O:22])[N:8]([CH2:18][C:19](O)=[O:20])[CH2:9][CH:10]([C:11]3[CH:16]=[CH:15][CH:14]=[CH:13][C:12]=3[Cl:17])[C:4]=2[CH:3]=1.[NH:29]1[CH2:34][CH2:33][CH:32]([C:35]([O:37][CH2:38][CH3:39])=[O:36])[CH2:31][CH2:30]1.C(P(=O)(OCC)OCC)#N.C(N(CC)CC)C. Product: [CH2:38]([O:37][C:35]([CH:32]1[CH2:33][CH2:34][N:29]([C:19](=[O:20])[CH2:18][N:8]2[CH2:9][CH:10]([C:11]3[CH:16]=[CH:15][CH:14]=[CH:13][C:12]=3[Cl:17])[C:4]3[CH:3]=[C:2]([Cl:1])[CH:28]=[CH:27][C:5]=3[CH:6]([CH2:23][CH:24]([CH3:26])[CH3:25])[C:7]2=[O:22])[CH2:30][CH2:31]1)=[O:36])[CH3:39]. The catalyst class is: 42. (8) Reactant: [CH2:1]1[O:10][C:9]2[CH:8]=[CH:7][C:5]([NH2:6])=[CH:4][C:3]=2[O:2]1.[H-].[Al+3].[Li+].[H-].[H-].[H-].[OH-].[Na+].[CH:19](O)=O. Product: [CH3:19][NH:6][C:5]1[CH:7]=[CH:8][C:9]2[O:10][CH2:1][O:2][C:3]=2[CH:4]=1. The catalyst class is: 809. (9) Reactant: [CH2:1]([O:8][C:9](=[O:29])[C@H:10]([CH2:19][C:20]1[C:28]2[C:23](=[CH:24][CH:25]=[CH:26][CH:27]=2)[NH:22][CH:21]=1)[NH:11][C:12]([O:14][C:15]([CH3:18])([CH3:17])[CH3:16])=[O:13])[C:2]1[CH:7]=[CH:6][CH:5]=[CH:4][CH:3]=1.[C:30]([C:32]1[CH:39]=[CH:38][C:35]([CH2:36]Br)=[CH:34][CH:33]=1)#[N:31].[H-].[Na+]. Product: [CH2:1]([O:8][C:9](=[O:29])[CH:10]([NH:11][C:12]([O:14][C:15]([CH3:16])([CH3:18])[CH3:17])=[O:13])[CH2:19][C:20]1[C:28]2[C:23](=[CH:24][CH:25]=[CH:26][CH:27]=2)[N:22]([CH2:36][C:35]2[CH:38]=[CH:39][C:32]([C:30]#[N:31])=[CH:33][CH:34]=2)[CH:21]=1)[C:2]1[CH:7]=[CH:6][CH:5]=[CH:4][CH:3]=1. The catalyst class is: 1.